Dataset: Full USPTO retrosynthesis dataset with 1.9M reactions from patents (1976-2016). Task: Predict the reactants needed to synthesize the given product. (1) Given the product [CH2:11]([O:10][C:7]1[CH:8]=[CH:9][C:4]([NH2:1])=[CH:5][C:6]=1[C:16]([F:17])([F:18])[F:19])[CH2:12][CH2:13][CH2:14][CH3:15], predict the reactants needed to synthesize it. The reactants are: [N+:1]([C:4]1[CH:9]=[CH:8][C:7]([O:10][CH2:11][CH2:12][CH2:13][CH2:14][CH3:15])=[C:6]([C:16]([F:19])([F:18])[F:17])[CH:5]=1)([O-])=O.[H][H]. (2) Given the product [CH3:14][S:13][C:11]1[S:12][C:8]2[CH:7]=[C:6]([CH2:5][C:2]3[N:25]4[CH:24]=[CH:23][C:20]([C:21]#[N:22])=[CH:19][C:18]4=[N:17][CH:3]=3)[CH:16]=[CH:15][C:9]=2[N:10]=1, predict the reactants needed to synthesize it. The reactants are: Cl[CH:2]([CH2:5][C:6]1[CH:16]=[CH:15][C:9]2[N:10]=[C:11]([S:13][CH3:14])[S:12][C:8]=2[CH:7]=1)[CH:3]=O.[NH2:17][C:18]1[CH:19]=[C:20]([CH:23]=[CH:24][N:25]=1)[C:21]#[N:22]. (3) Given the product [C:1]([O:5][C:6]([N:8]1[C:16]2[C:11](=[CH:12][C:13]([OH:17])=[CH:14][CH:15]=2)[CH:10]=[C:9]1[C:25]1[C:26](=[O:55])[N:27]([CH2:47][O:48][CH2:49][CH2:50][Si:51]([CH3:53])([CH3:52])[CH3:54])[CH:28]=[C:29]([NH:31][C:32]([C:34]2[CH:35]=[N:36][N:37]([CH2:39][C:40]3[CH:45]=[CH:44][C:43]([CH3:46])=[CH:42][CH:41]=3)[CH:38]=2)=[O:33])[CH:30]=1)=[O:7])([CH3:3])([CH3:2])[CH3:4], predict the reactants needed to synthesize it. The reactants are: [C:1]([O:5][C:6]([N:8]1[C:16]2[C:11](=[CH:12][C:13]([O:17][Si](C(C)(C)C)(C)C)=[CH:14][CH:15]=2)[CH:10]=[C:9]1[C:25]1[C:26](=[O:55])[N:27]([CH2:47][O:48][CH2:49][CH2:50][Si:51]([CH3:54])([CH3:53])[CH3:52])[CH:28]=[C:29]([NH:31][C:32]([C:34]2[CH:35]=[N:36][N:37]([CH2:39][C:40]3[CH:45]=[CH:44][C:43]([CH3:46])=[CH:42][CH:41]=3)[CH:38]=2)=[O:33])[CH:30]=1)=[O:7])([CH3:4])([CH3:3])[CH3:2].[F-].C([N+](CCCC)(CCCC)CCCC)CCC. (4) Given the product [O:14]=[C:6]1[C:5]2[CH:15]=[CH:16][C:2]([NH:1][CH2:18][C:19]3[CH:20]=[C:21]([CH:24]=[CH:25][CH:26]=3)[C:22]#[N:23])=[CH:3][C:4]=2[C:13]2[C:8](=[N:9][CH:10]=[CH:11][CH:12]=2)[NH:7]1, predict the reactants needed to synthesize it. The reactants are: [NH2:1][C:2]1[CH:16]=[CH:15][C:5]2[C:6](=[O:14])[NH:7][C:8]3[C:13]([C:4]=2[CH:3]=1)=[CH:12][CH:11]=[CH:10][N:9]=3.Br[CH2:18][C:19]1[CH:20]=[C:21]([CH:24]=[CH:25][CH:26]=1)[C:22]#[N:23].